This data is from CYP2D6 inhibition data for predicting drug metabolism from PubChem BioAssay. The task is: Regression/Classification. Given a drug SMILES string, predict its absorption, distribution, metabolism, or excretion properties. Task type varies by dataset: regression for continuous measurements (e.g., permeability, clearance, half-life) or binary classification for categorical outcomes (e.g., BBB penetration, CYP inhibition). Dataset: cyp2d6_veith. (1) The molecule is COC(=O)c1ccc(C(=O)OC)c(NC(=S)N2CCN(c3ccccc3)CC2)c1. The result is 0 (non-inhibitor). (2) The compound is O=C(Cn1c(C(F)(F)F)nc2ccccc21)c1ccc(F)cc1. The result is 0 (non-inhibitor). (3) The drug is Cc1noc(C)c1COc1ccc(C(=O)NCC2CCCO2)cc1. The result is 0 (non-inhibitor). (4) The molecule is O=c1c(-c2ccccc2)nc2cnc(N3CCOCC3)nc2n1Cc1ccc(F)cc1. The result is 0 (non-inhibitor). (5) The drug is CC[C@H](CN(C)C)C(=O)c1ccco1. The result is 0 (non-inhibitor). (6) The molecule is CCn1c(SCc2cccc(C)c2)nnc1-c1ccc(C)cc1. The result is 0 (non-inhibitor).